Regression. Given two drug SMILES strings and cell line genomic features, predict the synergy score measuring deviation from expected non-interaction effect. From a dataset of NCI-60 drug combinations with 297,098 pairs across 59 cell lines. Synergy scores: CSS=28.5, Synergy_ZIP=-4.93, Synergy_Bliss=-4.62, Synergy_Loewe=-18.4, Synergy_HSA=-3.02. Cell line: HOP-62. Drug 1: C1CCC(C(C1)N)N.C(=O)(C(=O)[O-])[O-].[Pt+4]. Drug 2: N.N.Cl[Pt+2]Cl.